This data is from NCI-60 drug combinations with 297,098 pairs across 59 cell lines. The task is: Regression. Given two drug SMILES strings and cell line genomic features, predict the synergy score measuring deviation from expected non-interaction effect. (1) Drug 1: CCC1=CC2CC(C3=C(CN(C2)C1)C4=CC=CC=C4N3)(C5=C(C=C6C(=C5)C78CCN9C7C(C=CC9)(C(C(C8N6C)(C(=O)OC)O)OC(=O)C)CC)OC)C(=O)OC.C(C(C(=O)O)O)(C(=O)O)O. Drug 2: CC(C)CN1C=NC2=C1C3=CC=CC=C3N=C2N. Cell line: BT-549. Synergy scores: CSS=56.0, Synergy_ZIP=0.656, Synergy_Bliss=0.0877, Synergy_Loewe=-18.4, Synergy_HSA=-1.40. (2) Drug 1: CC1OCC2C(O1)C(C(C(O2)OC3C4COC(=O)C4C(C5=CC6=C(C=C35)OCO6)C7=CC(=C(C(=C7)OC)O)OC)O)O. Drug 2: COC1=C2C(=CC3=C1OC=C3)C=CC(=O)O2. Cell line: SF-268. Synergy scores: CSS=16.0, Synergy_ZIP=2.32, Synergy_Bliss=4.15, Synergy_Loewe=-12.1, Synergy_HSA=3.45. (3) Drug 1: C1=CC(=CC=C1C#N)C(C2=CC=C(C=C2)C#N)N3C=NC=N3. Drug 2: C1CN1P(=S)(N2CC2)N3CC3. Cell line: MDA-MB-231. Synergy scores: CSS=10.1, Synergy_ZIP=-4.10, Synergy_Bliss=-2.96, Synergy_Loewe=-9.64, Synergy_HSA=-8.91. (4) Drug 1: CC(CN1CC(=O)NC(=O)C1)N2CC(=O)NC(=O)C2. Drug 2: C1C(C(OC1N2C=NC(=NC2=O)N)CO)O. Cell line: SF-295. Synergy scores: CSS=32.4, Synergy_ZIP=-4.89, Synergy_Bliss=-0.640, Synergy_Loewe=3.01, Synergy_HSA=2.90. (5) Drug 1: CN1C(=O)N2C=NC(=C2N=N1)C(=O)N. Drug 2: CC=C1C(=O)NC(C(=O)OC2CC(=O)NC(C(=O)NC(CSSCCC=C2)C(=O)N1)C(C)C)C(C)C. Cell line: U251. Synergy scores: CSS=28.6, Synergy_ZIP=4.18, Synergy_Bliss=-2.43, Synergy_Loewe=-32.8, Synergy_HSA=-2.21. (6) Drug 1: CC(C1=C(C=CC(=C1Cl)F)Cl)OC2=C(N=CC(=C2)C3=CN(N=C3)C4CCNCC4)N. Drug 2: COC1=CC(=CC(=C1O)OC)C2C3C(COC3=O)C(C4=CC5=C(C=C24)OCO5)OC6C(C(C7C(O6)COC(O7)C8=CC=CS8)O)O. Cell line: EKVX. Synergy scores: CSS=31.5, Synergy_ZIP=-5.17, Synergy_Bliss=1.93, Synergy_Loewe=-1.23, Synergy_HSA=2.58. (7) Drug 1: CS(=O)(=O)C1=CC(=C(C=C1)C(=O)NC2=CC(=C(C=C2)Cl)C3=CC=CC=N3)Cl. Drug 2: C1=CC(=CC=C1CC(C(=O)O)N)N(CCCl)CCCl.Cl. Cell line: SF-295. Synergy scores: CSS=4.96, Synergy_ZIP=-5.14, Synergy_Bliss=-2.88, Synergy_Loewe=-7.84, Synergy_HSA=-2.45. (8) Drug 1: CC1=C(C=C(C=C1)NC2=NC=CC(=N2)N(C)C3=CC4=NN(C(=C4C=C3)C)C)S(=O)(=O)N.Cl. Drug 2: CS(=O)(=O)OCCCCOS(=O)(=O)C. Cell line: K-562. Synergy scores: CSS=25.4, Synergy_ZIP=-0.979, Synergy_Bliss=3.64, Synergy_Loewe=0.0905, Synergy_HSA=2.18.